Task: Predict the product of the given reaction.. Dataset: Forward reaction prediction with 1.9M reactions from USPTO patents (1976-2016) (1) Given the reactants C1(C2N3N=CC(C#N)=C3N=CC=2C2C=CC(OCC3SC(C)=NC=3C)=CC=2)CCCCC1.[CH:33]1([C:39]2[N:44]3[N:45]=[CH:46][C:47]([C:48]4[NH:52][N:51]=[N:50][N:49]=4)=[C:43]3[N:42]=[CH:41][C:40]=2[C:53]2[CH:58]=[CH:57][C:56]([O:59][CH2:60][C:61]3[S:65][C:64]([CH3:66])=[N:63][C:62]=3[CH3:67])=[CH:55][CH:54]=2)[CH2:38][CH2:37][CH2:36][CH2:35][CH2:34]1.N1C=NN=N1, predict the reaction product. The product is: [CH:33]1([C:39]2[N:44]3[N:45]=[CH:46][C:47]([C:48]4[NH:49][N:50]=[N:51][N:52]=4)=[C:43]3[N:42]=[CH:41][C:40]=2[C:53]2[CH:58]=[CH:57][C:56]([O:59][CH2:60][C:61]3[S:65][C:64]([CH3:66])=[N:63][C:62]=3[CH3:67])=[CH:55][CH:54]=2)[CH2:34][CH2:35][CH2:36][CH2:37][CH2:38]1. (2) Given the reactants P(Cl)(Cl)([Cl:3])=O.[CH2:6]([O:13][C:14]1[CH:23]=[C:22]2[C:17]([C:18](O)=[C:19]([N+:24]([O-:26])=[O:25])[CH:20]=[N:21]2)=[CH:16][CH:15]=1)[C:7]1[CH:12]=[CH:11][CH:10]=[CH:9][CH:8]=1, predict the reaction product. The product is: [CH2:6]([O:13][C:14]1[CH:23]=[C:22]2[C:17]([C:18]([Cl:3])=[C:19]([N+:24]([O-:26])=[O:25])[CH:20]=[N:21]2)=[CH:16][CH:15]=1)[C:7]1[CH:12]=[CH:11][CH:10]=[CH:9][CH:8]=1.